Task: Predict the product of the given reaction.. Dataset: Forward reaction prediction with 1.9M reactions from USPTO patents (1976-2016) Given the reactants [CH2:1]([O:3][C:4]([C:6]1[C:7]([OH:25])=[C:8]2[C:14](Br)=[C:13](Br)[N:12]([CH2:17][C:18]3[CH:23]=[CH:22][CH:21]=[C:20]([F:24])[CH:19]=3)[C:9]2=[CH:10][N:11]=1)=[O:5])[CH3:2].C1C(=O)[N:30](Br)[C:28](=O)C1.C([Cu])#N.CN1C(=O)CCC1.C([O-])=O.[NH4+], predict the reaction product. The product is: [CH2:1]([O:3][C:4]([C:6]1[C:7]([OH:25])=[C:8]2[CH:14]=[CH:13][N:12]([CH2:17][C:18]3[CH:23]=[CH:22][CH:21]=[C:20]([F:24])[CH:19]=3)[C:9]2=[C:10]([C:28]#[N:30])[N:11]=1)=[O:5])[CH3:2].